Dataset: Peptide-MHC class II binding affinity with 134,281 pairs from IEDB. Task: Regression. Given a peptide amino acid sequence and an MHC pseudo amino acid sequence, predict their binding affinity value. This is MHC class II binding data. (1) The peptide sequence is RDKFLANVSTVLTGK. The MHC is DRB1_1302 with pseudo-sequence DRB1_1302. The binding affinity (normalized) is 0.856. (2) The peptide sequence is KDVTFRNITGTSSTP. The MHC is HLA-DPA10103-DPB10301 with pseudo-sequence HLA-DPA10103-DPB10301. The binding affinity (normalized) is 0.236.